Dataset: Catalyst prediction with 721,799 reactions and 888 catalyst types from USPTO. Task: Predict which catalyst facilitates the given reaction. (1) Reactant: [NH2:1][CH:2]([C:4]1[N:5]([C:16]2[CH:21]=[CH:20][CH:19]=[CH:18][CH:17]=2)[C:6](=[O:15])[C:7]2[C:12]([CH:13]=1)=[CH:11][CH:10]=[CH:9][C:8]=2[CH3:14])[CH3:3].CCN(C(C)C)C(C)C.[F:31][C:32]1[N:40]=[C:39]2[C:35]([N:36]=[C:37]([NH:47][CH:48]([C:50]3[N:51]([C:62]4[CH:67]=[CH:66][CH:65]=[CH:64][CH:63]=4)[C:52](=[O:61])[C:53]4[C:58]([CH:59]=3)=[CH:57][CH:56]=[CH:55][C:54]=4[CH3:60])[CH3:49])[N:38]2[CH:41]2[CH2:46][CH2:45][CH2:44][CH2:43][O:42]2)=[CH:34][N:33]=1. Product: [F:31][C:32]1[N:40]=[C:39]2[C:35]([N:36]=[CH:37][NH:38]2)=[C:34]([NH:1][C@H:2]([C:4]2[N:5]([C:16]3[CH:21]=[CH:20][CH:19]=[CH:18][CH:17]=3)[C:6](=[O:15])[C:7]3[C:12]([CH:13]=2)=[CH:11][CH:10]=[CH:9][C:8]=3[CH3:14])[CH3:3])[N:33]=1.[F:31][C:32]1[N:40]=[C:39]2[C:35]([N:36]=[C:37]([NH:47][CH:48]([C:50]3[N:51]([C:62]4[CH:63]=[CH:64][CH:65]=[CH:66][CH:67]=4)[C:52](=[O:61])[C:53]4[C:58]([CH:59]=3)=[CH:57][CH:56]=[CH:55][C:54]=4[CH3:60])[CH3:49])[N:38]2[CH:41]2[CH2:46][CH2:45][CH2:44][CH2:43][O:42]2)=[CH:34][N:33]=1. The catalyst class is: 114. (2) The catalyst class is: 3. Product: [CH:32]1([N:17]2[CH:16]=[C:15]([C:19]([O:21][CH2:22][CH3:23])=[O:20])[C:14]([C:11]3[CH:10]=[CH:9][C:8]([O:1][C:2]4[CH:3]=[CH:4][CH:5]=[CH:6][CH:7]=4)=[CH:13][CH:12]=3)=[N:18]2)[CH2:33][CH2:38][CH2:39][CH2:30]1. Reactant: [O:1]([C:8]1[CH:13]=[CH:12][C:11]([C:14]2[NH:18][N:17]=[CH:16][C:15]=2[C:19]([O:21][CH2:22][CH3:23])=[O:20])=[CH:10][CH:9]=1)[C:2]1[CH:7]=[CH:6][CH:5]=[CH:4][CH:3]=1.BrC1C=CC(O[CH:30]2[CH2:39][CH2:38][C:33]3(OCCO3)[CH2:32]C2)=CC=1.C([O-])([O-])=O.[Cs+].[Cs+]. (3) Reactant: [NH2:1][C:2]1[CH:7]=[CH:6][CH:5]=[CH:4][N:3]=1.[CH2:8]([O:10][C:11](=[O:23])[CH2:12][C:13]1[CH:18]=[CH:17][C:16]([S:19](Cl)(=[O:21])=[O:20])=[CH:15][CH:14]=1)[CH3:9].Cl.O. Product: [CH2:8]([O:10][C:11](=[O:23])[CH2:12][C:13]1[CH:18]=[CH:17][C:16]([S:19](=[O:20])(=[O:21])[NH:1][C:2]2[CH:7]=[CH:6][CH:5]=[CH:4][N:3]=2)=[CH:15][CH:14]=1)[CH3:9]. The catalyst class is: 17. (4) Reactant: [C:1]([O:5][C:6]([NH:8][CH:9]([C@H:22]([CH3:30])[CH2:23][CH:24]([CH3:29])[CH2:25][CH2:26][CH:27]=[CH2:28])[C:10]([N:12]1[CH2:16][C@H:15]([OH:17])[CH2:14][C@H:13]1[C:18]([O:20]C)=[O:19])=[O:11])=[O:7])([CH3:4])([CH3:3])[CH3:2].[Li+].[OH-].CO. Product: [C:1]([O:5][C:6]([NH:8][CH:9]([C@H:22]([CH3:30])[CH2:23][CH:24]([CH3:29])[CH2:25][CH2:26][CH:27]=[CH2:28])[C:10]([N:12]1[CH2:16][C@H:15]([OH:17])[CH2:14][C@H:13]1[C:18]([OH:20])=[O:19])=[O:11])=[O:7])([CH3:4])([CH3:3])[CH3:2]. The catalyst class is: 20.